Task: Predict the product of the given reaction.. Dataset: Forward reaction prediction with 1.9M reactions from USPTO patents (1976-2016) Given the reactants [CH:1]1([CH2:4][N:5]2[CH:9]=[C:8]([N+:10]([O-])=O)[N:7]=[C:6]2[C:13]([O:15][CH2:16][CH3:17])=[O:14])[CH2:3][CH2:2]1.[H][H], predict the reaction product. The product is: [NH2:10][C:8]1[N:7]=[C:6]([C:13]([O:15][CH2:16][CH3:17])=[O:14])[N:5]([CH2:4][CH:1]2[CH2:2][CH2:3]2)[CH:9]=1.